Regression. Given a peptide amino acid sequence and an MHC pseudo amino acid sequence, predict their binding affinity value. This is MHC class I binding data. From a dataset of Peptide-MHC class I binding affinity with 185,985 pairs from IEDB/IMGT. (1) The peptide sequence is KSAAIDGEY. The MHC is HLA-B58:01 with pseudo-sequence HLA-B58:01. The binding affinity (normalized) is 0.826. (2) The peptide sequence is FIIFLFILL. The MHC is HLA-A02:06 with pseudo-sequence HLA-A02:06. The binding affinity (normalized) is 0.371.